From a dataset of Peptide-MHC class II binding affinity with 134,281 pairs from IEDB. Regression. Given a peptide amino acid sequence and an MHC pseudo amino acid sequence, predict their binding affinity value. This is MHC class II binding data. (1) The peptide sequence is IAGLFLTTEAVVADK. The MHC is DRB1_1302 with pseudo-sequence DRB1_1302. The binding affinity (normalized) is 0. (2) The peptide sequence is LDKFLANVSTVLTGK. The MHC is DRB1_1302 with pseudo-sequence DRB1_1302. The binding affinity (normalized) is 0.890. (3) The peptide sequence is NGEEYLILSARDVLA. The MHC is DRB5_0101 with pseudo-sequence DRB5_0101. The binding affinity (normalized) is 0.411. (4) The binding affinity (normalized) is 0.556. The MHC is DRB1_0101 with pseudo-sequence DRB1_0101. The peptide sequence is TRTKNLGRADNSVKN. (5) The peptide sequence is KEPLKECGGILQAYD. The MHC is DRB1_0405 with pseudo-sequence DRB1_0405. The binding affinity (normalized) is 0.393. (6) The peptide sequence is IMRIKKLTITGKGTL. The MHC is DRB1_0802 with pseudo-sequence DRB1_0802. The binding affinity (normalized) is 0.646. (7) The peptide sequence is EKKYFVATQFEPLAA. The MHC is HLA-DQA10301-DQB10302 with pseudo-sequence HLA-DQA10301-DQB10302. The binding affinity (normalized) is 0.426.